Predict the reactants needed to synthesize the given product. From a dataset of Full USPTO retrosynthesis dataset with 1.9M reactions from patents (1976-2016). (1) Given the product [CH3:1][CH:2]1[CH2:7][C:6]2([CH2:12][CH2:11][CH2:10][CH2:9][CH2:8]2)[O:5][CH2:4][CH2:3]1, predict the reactants needed to synthesize it. The reactants are: [CH3:1][C:2]1[CH2:7][C:6]2([CH2:12][CH2:11][CH2:10][CH2:9][CH2:8]2)[O:5][CH2:4][CH:3]=1.[H][H]. (2) Given the product [CH:27]1([CH2:26][N:15]([C:16]2[CH:21]=[CH:20][C:19]([S:22](=[O:24])(=[O:25])[NH2:23])=[CH:18][CH:17]=2)[C:13](=[O:14])[NH:12][C:10]2[S:11][C:7]([S:6][CH2:5][C:4]([OH:32])=[O:3])=[CH:8][N:9]=2)[CH2:31][CH2:30][CH2:29][CH2:28]1, predict the reactants needed to synthesize it. The reactants are: C([O:3][C:4](=[O:32])[CH2:5][S:6][C:7]1[S:11][C:10]([NH:12][C:13]([N:15]([CH2:26][CH:27]2[CH2:31][CH2:30][CH2:29][CH2:28]2)[C:16]2[CH:21]=[CH:20][C:19]([S:22](=[O:25])(=[O:24])[NH2:23])=[CH:18][CH:17]=2)=[O:14])=[N:9][CH:8]=1)C.C1(CN(C2C=CC(S(C)(=O)=O)=CC=2)C(=O)NC2SC=C(CC(O)=O)N=2)CCCC1.C1(CNC2C=CC(S(=O)(=O)N)=CC=2)CCCC1.C(OC(=O)CSC1SC(N)=NC=1)C. (3) Given the product [CH3:24][C:25]1([CH3:31])[CH2:30][O:29][CH2:28][CH2:27][N:26]1[C:19]([C:18]1[CH:17]=[N:16][C:15]([O:14][CH2:13][C:3]2[C:4]([C:7]3[CH:8]=[CH:9][CH:10]=[CH:11][CH:12]=3)=[N:5][O:6][C:2]=2[CH3:1])=[CH:23][CH:22]=1)=[O:21], predict the reactants needed to synthesize it. The reactants are: [CH3:1][C:2]1[O:6][N:5]=[C:4]([C:7]2[CH:12]=[CH:11][CH:10]=[CH:9][CH:8]=2)[C:3]=1[CH2:13][O:14][C:15]1[CH:23]=[CH:22][C:18]([C:19]([OH:21])=O)=[CH:17][N:16]=1.[CH3:24][C:25]1([CH3:31])[CH2:30][O:29][CH2:28][CH2:27][NH:26]1. (4) Given the product [C:1]([O:9][CH2:10][CH2:11][N:12]1[C:20]2[C:19]([NH:22][C:23]3[CH:40]=[CH:39][C:26]([O:27][C:28]4[CH:36]=[CH:35][CH:34]=[C:33]5[C:29]=4[CH2:30][C:31](=[O:38])[N:32]5[CH3:37])=[C:25]([Cl:41])[CH:24]=3)=[N:18][CH:17]=[N:16][C:15]=2[CH:14]=[CH:13]1)(=[O:8])[C:2]1[CH:7]=[CH:6][CH:5]=[CH:4][CH:3]=1, predict the reactants needed to synthesize it. The reactants are: [C:1]([O:9][CH2:10][CH2:11][N:12]1[C:20]2[C:19](Cl)=[N:18][CH:17]=[N:16][C:15]=2[CH:14]=[CH:13]1)(=[O:8])[C:2]1[CH:7]=[CH:6][CH:5]=[CH:4][CH:3]=1.[NH2:22][C:23]1[CH:40]=[CH:39][C:26]([O:27][C:28]2[CH:36]=[CH:35][CH:34]=[C:33]3[C:29]=2[CH2:30][C:31](=[O:38])[N:32]3[CH3:37])=[C:25]([Cl:41])[CH:24]=1.Cl.N1C=CC=CC=1.C(=O)([O-])O.[Na+]. (5) The reactants are: [NH2:1][C:2]1[N:6]([C:7]2[CH:12]=[CH:11][CH:10]=[CH:9][CH:8]=2)[NH:5][C:4](=[O:13])[C:3]=1[CH3:14].C([O-])([O-])=O.[K+].[K+].CS(O[CH2:26][CH:27]1[CH2:32][O:31][C:30]([CH3:34])([CH3:33])[O:29][CH2:28]1)(=O)=O.O. Given the product [CH3:33][C:30]1([CH3:34])[O:31][CH2:32][CH:27]([CH2:26][O:13][C:4]2[C:3]([CH3:14])=[C:2]([NH2:1])[N:6]([C:7]3[CH:12]=[CH:11][CH:10]=[CH:9][CH:8]=3)[N:5]=2)[CH2:28][O:29]1, predict the reactants needed to synthesize it. (6) Given the product [CH2:13]([O:12][C:10]([C@H:7]1[CH2:6][CH2:5][C@@H:4]([O:3][C:20]2[CH:19]=[CH:18][C:17]([N+:23]([O-:25])=[O:24])=[C:16]([F:15])[CH:21]=2)[CH2:9][CH2:8]1)=[O:11])[CH3:14], predict the reactants needed to synthesize it. The reactants are: [H-].[Na+].[OH:3][CH:4]1[CH2:9][CH2:8][CH:7]([C:10]([O:12][CH2:13][CH3:14])=[O:11])[CH2:6][CH2:5]1.[F:15][C:16]1[CH:21]=[C:20](F)[CH:19]=[CH:18][C:17]=1[N+:23]([O-:25])=[O:24].O. (7) Given the product [ClH:38].[NH2:7][C@H:8]([C:14]([N:16]1[CH2:20][CH2:19][C:18]([F:21])([F:22])[CH2:17]1)=[O:15])[CH2:9][CH2:10][CH2:11][CH2:12][NH:13][C:36]([C:26]1[C:25]([CH3:24])=[N:29][N:28]([C:30]2[CH:35]=[CH:34][CH:33]=[CH:32][CH:31]=2)[N:27]=1)=[O:37], predict the reactants needed to synthesize it. The reactants are: C(OC(=O)[NH:7][C@H:8]([C:14]([N:16]1[CH2:20][CH2:19][C:18]([F:22])([F:21])[CH2:17]1)=[O:15])[CH2:9][CH2:10][CH2:11][CH2:12][NH2:13])(C)(C)C.[CH3:24][C:25]1[C:26]([C:36]([Cl:38])=[O:37])=[N:27][N:28]([C:30]2[CH:35]=[CH:34][CH:33]=[CH:32][CH:31]=2)[N:29]=1.